From a dataset of Full USPTO retrosynthesis dataset with 1.9M reactions from patents (1976-2016). Predict the reactants needed to synthesize the given product. (1) Given the product [CH:11]([N:10]1[C:4]2[CH:3]=[C:2]([NH:35][C:33]3[CH:32]=[CH:31][N:30]=[C:29]([N:26]4[CH2:25][CH2:24][CH:23]([O:22][CH3:21])[CH2:28][CH2:27]4)[N:34]=3)[N:7]=[CH:6][C:5]=2[C:8]([N:14]2[CH2:20][C:16]3([CH2:19][O:18][CH2:17]3)[CH2:15]2)=[N:9]1)([CH3:13])[CH3:12], predict the reactants needed to synthesize it. The reactants are: Cl[C:2]1[N:7]=[CH:6][C:5]2[C:8]([N:14]3[CH2:20][C:16]4([CH2:19][O:18][CH2:17]4)[CH2:15]3)=[N:9][N:10]([CH:11]([CH3:13])[CH3:12])[C:4]=2[CH:3]=1.[CH3:21][O:22][CH:23]1[CH2:28][CH2:27][N:26]([C:29]2[N:34]=[C:33]([NH2:35])[CH:32]=[CH:31][N:30]=2)[CH2:25][CH2:24]1.C(=O)([O-])[O-].[Cs+].[Cs+].C1(P(C2CCCCC2)C2C=CC=CC=2C2C(C(C)C)=CC(C(C)C)=CC=2C(C)C)CCCCC1. (2) Given the product [O:23]=[CH:24][CH2:25][CH2:26][C:27]1[CH:32]=[C:31]([C:33]2[CH:38]=[CH:37][C:36]([CH3:39])=[C:35]([CH3:40])[CH:34]=2)[N:30]=[C:29]([C:41]#[N:42])[N:28]=1, predict the reactants needed to synthesize it. The reactants are: CC(OI1(OC(C)=O)(OC(C)=O)OC(=O)C2C=CC=CC1=2)=O.[OH:23][CH2:24][CH2:25][CH2:26][C:27]1[CH:32]=[C:31]([C:33]2[CH:38]=[CH:37][C:36]([CH3:39])=[C:35]([CH3:40])[CH:34]=2)[N:30]=[C:29]([C:41]#[N:42])[N:28]=1. (3) Given the product [N:20]1[CH:25]=[CH:24][CH:23]=[CH:22][C:21]=1[C:2]1[CH:7]=[CH:6][C:5]([N:8]2[N:12]=[N:11][C:10]([C:13]3[CH:18]=[CH:17][CH:16]=[CH:15][N:14]=3)=[N:9]2)=[CH:4][CH:3]=1, predict the reactants needed to synthesize it. The reactants are: Br[C:2]1[CH:7]=[CH:6][C:5]([N:8]2[N:12]=[N:11][C:10]([C:13]3[CH:18]=[CH:17][CH:16]=[CH:15][N:14]=3)=[N:9]2)=[CH:4][CH:3]=1.[Br-].[N:20]1[CH:25]=[CH:24][CH:23]=[CH:22][C:21]=1[Zn+].Cl.CCOCC. (4) Given the product [F:29][C:28]([F:30])([F:31])[C:26]1[CH:27]=[CH:20][C:21]2[CH:22]=[C:16]([C:15]([O:14][CH2:12][CH3:13])=[O:18])[S:17][C:24]=2[CH:25]=1, predict the reactants needed to synthesize it. The reactants are: C1CCN2C(=NCCC2)CC1.[CH2:12]([O:14][C:15](=[O:18])[CH2:16][SH:17])[CH3:13].F[C:20]1[CH:27]=[C:26]([C:28]([F:31])([F:30])[F:29])[CH:25]=[CH:24][C:21]=1[CH:22]=O. (5) The reactants are: C(OC([N:8]1[CH2:13][CH2:12][N:11]([C:14]2[C:15]3[C:30]([O:31][CH3:32])=[CH:29][N:28]=[CH:27][C:16]=3[N:17]=[C:18]([C:20]3[CH:25]=[CH:24][N:23]=[C:22](Cl)[CH:21]=3)[N:19]=2)[CH2:10][CH2:9]1)=O)(C)(C)C.[C:33]([C:35]1[CH:36]=[C:37]([CH2:41][C:42]([NH2:44])=[O:43])[CH:38]=[CH:39][CH:40]=1)#[N:34]. Given the product [C:33]([C:35]1[CH:36]=[C:37]([CH2:41][C:42]([NH:44][C:22]2[CH:21]=[C:20]([C:18]3[N:19]=[C:14]([N:11]4[CH2:12][CH2:13][NH:8][CH2:9][CH2:10]4)[C:15]4[C:30]([O:31][CH3:32])=[CH:29][N:28]=[CH:27][C:16]=4[N:17]=3)[CH:25]=[CH:24][N:23]=2)=[O:43])[CH:38]=[CH:39][CH:40]=1)#[N:34], predict the reactants needed to synthesize it.